From a dataset of Forward reaction prediction with 1.9M reactions from USPTO patents (1976-2016). Predict the product of the given reaction. Given the reactants C(NC1C=CC(B2OC(C)(C)C(C)(C)O2)=CC=1)C.C([O:22][C@@H:23]1[CH2:27][C@H:26]([C:28]2[N:32]3[C:33]4[CH:39]=[CH:38][N:37](S(C5C=CC(C)=CC=5)(=O)=O)[C:34]=4[N:35]=[CH:36][C:31]3=[C:30]([C:50]3[CH:55]=[CH:54][C:53]([NH:56][CH2:57][CH3:58])=[CH:52][CH:51]=3)[N:29]=2)[N:25]([C:59](=[O:61])[CH3:60])[CH2:24]1)(=O)C.C([O-])([O-])=O.[K+].[K+], predict the reaction product. The product is: [CH2:57]([NH:56][C:53]1[CH:54]=[CH:55][C:50]([C:30]2[N:29]=[C:28]([C@H:26]3[CH2:27][C@@H:23]([OH:22])[CH2:24][N:25]3[C:59](=[O:61])[CH3:60])[N:32]3[C:33]4[CH:39]=[CH:38][NH:37][C:34]=4[N:35]=[CH:36][C:31]=23)=[CH:51][CH:52]=1)[CH3:58].